Dataset: Catalyst prediction with 721,799 reactions and 888 catalyst types from USPTO. Task: Predict which catalyst facilitates the given reaction. (1) Reactant: [CH2:1]([O:8][C:9]([N:11]1[C@H:20]([C:21](O)=[O:22])[CH2:19][C:18]2[C:13](=[CH:14][CH:15]=[CH:16][CH:17]=2)[CH2:12]1)=[O:10])[C:2]1[CH:7]=[CH:6][CH:5]=[CH:4][CH:3]=1.C(Cl)(=O)C(Cl)=O.[CH3:30][O:31][CH2:32][C@H:33]([NH:40][CH2:41][C:42]1[CH:51]=[CH:50][C:45]([C:46]([O:48][CH3:49])=[O:47])=[CH:44][CH:43]=1)[C:34]1[CH:39]=[CH:38][CH:37]=[CH:36][CH:35]=1.CCN(C(C)C)C(C)C. Product: [CH3:30][O:31][CH2:32][C@H:33]([N:40]([CH2:41][C:42]1[CH:43]=[CH:44][C:45]([C:46]([O:48][CH3:49])=[O:47])=[CH:50][CH:51]=1)[C:21]([C@@H:20]1[CH2:19][C:18]2[C:13](=[CH:14][CH:15]=[CH:16][CH:17]=2)[CH2:12][N:11]1[C:9]([O:8][CH2:1][C:2]1[CH:7]=[CH:6][CH:5]=[CH:4][CH:3]=1)=[O:10])=[O:22])[C:34]1[CH:35]=[CH:36][CH:37]=[CH:38][CH:39]=1. The catalyst class is: 59. (2) Reactant: [C@@H:1]1([N:9]2[CH:16]=[CH:15][C:13]([NH2:14])=[N:12][C:10]2=[O:11])[O:8][C@H:5]([CH2:6][OH:7])[C@@H:3]([OH:4])[CH2:2]1.[CH3:17][C:18]([Si:21](Cl)([CH3:23])[CH3:22])([CH3:20])[CH3:19]. Product: [Si:21]([O:7][CH2:6][C@H:5]1[O:8][C@@H:1]([N:9]2[CH:16]=[CH:15][C:13]([NH2:14])=[N:12][C:10]2=[O:11])[CH2:2][C@@H:3]1[OH:4])([C:18]([CH3:20])([CH3:19])[CH3:17])([CH3:23])[CH3:22]. The catalyst class is: 17. (3) Reactant: [C:1]([C:4]1[CH:27]=[CH:26][C:7]2[N:8]([C:11]3[CH:16]=[CH:15][CH:14]=[C:13]([N:17]4[CH2:22][CH2:21][N:20](C(=O)C)[CH2:19][CH2:18]4)[CH:12]=3)[CH:9]=[N:10][C:6]=2[CH:5]=1)(=[O:3])[CH3:2].[OH-].[Na+]. Product: [C:1]([C:4]1[CH:27]=[CH:26][C:7]2[N:8]([C:11]3[CH:16]=[CH:15][CH:14]=[C:13]([N:17]4[CH2:22][CH2:21][NH:20][CH2:19][CH2:18]4)[CH:12]=3)[CH:9]=[N:10][C:6]=2[CH:5]=1)(=[O:3])[CH3:2]. The catalyst class is: 216. (4) Reactant: [CH3:1][O:2][C:3](=[O:33])[CH:4]([N:15]1[C:21](=[O:22])[CH2:20][CH2:19][N:18]([C:23]2[CH:28]=[CH:27][CH:26]=[C:25]([C:29]([F:32])([F:31])[F:30])[CH:24]=2)[CH2:17][CH2:16]1)[CH2:5][CH2:6]O[Si](C(C)(C)C)(C)C.B(Br)(Br)[Br:35]. Product: [CH3:1][O:2][C:3](=[O:33])[CH:4]([N:15]1[C:21](=[O:22])[CH2:20][CH2:19][N:18]([C:23]2[CH:28]=[CH:27][CH:26]=[C:25]([C:29]([F:32])([F:31])[F:30])[CH:24]=2)[CH2:17][CH2:16]1)[CH2:5][CH2:6][Br:35]. The catalyst class is: 2.